Regression. Given two drug SMILES strings and cell line genomic features, predict the synergy score measuring deviation from expected non-interaction effect. From a dataset of NCI-60 drug combinations with 297,098 pairs across 59 cell lines. (1) Drug 1: C1C(C(OC1N2C=C(C(=O)NC2=O)F)CO)O. Synergy scores: CSS=56.5, Synergy_ZIP=-5.91, Synergy_Bliss=-6.51, Synergy_Loewe=-16.3, Synergy_HSA=-5.19. Drug 2: CC1=C2C(C(=O)C3(C(CC4C(C3C(C(C2(C)C)(CC1OC(=O)C(C(C5=CC=CC=C5)NC(=O)C6=CC=CC=C6)O)O)OC(=O)C7=CC=CC=C7)(CO4)OC(=O)C)O)C)OC(=O)C. Cell line: SR. (2) Drug 1: C1CN1P(=S)(N2CC2)N3CC3. Drug 2: C1=NNC2=C1C(=O)NC=N2. Cell line: HCT-15. Synergy scores: CSS=13.9, Synergy_ZIP=-3.34, Synergy_Bliss=6.56, Synergy_Loewe=-0.454, Synergy_HSA=-0.0838. (3) Drug 1: CN1C2=C(C=C(C=C2)N(CCCl)CCCl)N=C1CCCC(=O)O.Cl. Synergy scores: CSS=13.8, Synergy_ZIP=0.619, Synergy_Bliss=2.84, Synergy_Loewe=-8.85, Synergy_HSA=2.43. Drug 2: C1CN(CCN1C(=O)CCBr)C(=O)CCBr. Cell line: SF-539. (4) Drug 1: C1=C(C(=O)NC(=O)N1)F. Drug 2: C1=NC2=C(N=C(N=C2N1C3C(C(C(O3)CO)O)F)Cl)N. Cell line: IGROV1. Synergy scores: CSS=39.2, Synergy_ZIP=0.229, Synergy_Bliss=2.25, Synergy_Loewe=4.44, Synergy_HSA=5.25. (5) Drug 1: CCCS(=O)(=O)NC1=C(C(=C(C=C1)F)C(=O)C2=CNC3=C2C=C(C=N3)C4=CC=C(C=C4)Cl)F. Drug 2: CCC(=C(C1=CC=CC=C1)C2=CC=C(C=C2)OCCN(C)C)C3=CC=CC=C3.C(C(=O)O)C(CC(=O)O)(C(=O)O)O. Cell line: IGROV1. Synergy scores: CSS=6.20, Synergy_ZIP=-2.01, Synergy_Bliss=-0.480, Synergy_Loewe=-0.788, Synergy_HSA=-0.804. (6) Drug 2: CCC1(CC2CC(C3=C(CCN(C2)C1)C4=CC=CC=C4N3)(C5=C(C=C6C(=C5)C78CCN9C7C(C=CC9)(C(C(C8N6C)(C(=O)OC)O)OC(=O)C)CC)OC)C(=O)OC)O.OS(=O)(=O)O. Synergy scores: CSS=15.3, Synergy_ZIP=-5.59, Synergy_Bliss=-5.46, Synergy_Loewe=-3.89, Synergy_HSA=-2.89. Cell line: NCI/ADR-RES. Drug 1: C1=CC(=CC=C1CCC2=CNC3=C2C(=O)NC(=N3)N)C(=O)NC(CCC(=O)O)C(=O)O. (7) Drug 1: CC1=C(C=C(C=C1)NC2=NC=CC(=N2)N(C)C3=CC4=NN(C(=C4C=C3)C)C)S(=O)(=O)N.Cl. Drug 2: CC1=C2C(C(=O)C3(C(CC4C(C3C(C(C2(C)C)(CC1OC(=O)C(C(C5=CC=CC=C5)NC(=O)C6=CC=CC=C6)O)O)OC(=O)C7=CC=CC=C7)(CO4)OC(=O)C)O)C)OC(=O)C. Cell line: CCRF-CEM. Synergy scores: CSS=47.7, Synergy_ZIP=15.2, Synergy_Bliss=17.7, Synergy_Loewe=-22.4, Synergy_HSA=17.8.